Dataset: TCR-epitope binding with 47,182 pairs between 192 epitopes and 23,139 TCRs. Task: Binary Classification. Given a T-cell receptor sequence (or CDR3 region) and an epitope sequence, predict whether binding occurs between them. (1) The epitope is AVFDRKSDAK. The TCR CDR3 sequence is CASSLALGGYNEQFF. Result: 0 (the TCR does not bind to the epitope). (2) The epitope is FPRPWLHGL. The TCR CDR3 sequence is CASSKCRDKSYEQYF. Result: 0 (the TCR does not bind to the epitope). (3) The epitope is HTDFSSEIIGY. The TCR CDR3 sequence is CASSDQALRDTQYF. Result: 0 (the TCR does not bind to the epitope). (4) The epitope is FPPTSFGPL. The TCR CDR3 sequence is CASSQEWGTGGASYNSPLHF. Result: 0 (the TCR does not bind to the epitope). (5) The epitope is HSKKKCDEL. The TCR CDR3 sequence is CASVTVAKNIQYF. Result: 0 (the TCR does not bind to the epitope). (6) The epitope is KLNVGDYFV. The TCR CDR3 sequence is CASTLAGGSYNEQFF. Result: 1 (the TCR binds to the epitope).